This data is from Reaction yield outcomes from USPTO patents with 853,638 reactions. The task is: Predict the reaction yield, written as a fraction of the theoretical maximum amount of product (1.0 means a 100% yield; for example, 0.34 means a 34% yield). The reactants are [NH2:1][C:2]1[CH:3]=[C:4]([CH:10]=[CH:11][C:12]=1[CH3:13])[C:5]([NH:7][O:8][CH3:9])=[O:6].[N:14]([O-])=O.[Na+].[Sn](Cl)Cl. The catalyst is O1CCOCC1.O.Cl. The product is [NH:1]([C:2]1[CH:3]=[C:4]([CH:10]=[CH:11][C:12]=1[CH3:13])[C:5]([NH:7][O:8][CH3:9])=[O:6])[NH2:14]. The yield is 0.660.